This data is from Full USPTO retrosynthesis dataset with 1.9M reactions from patents (1976-2016). The task is: Predict the reactants needed to synthesize the given product. (1) The reactants are: C(=O)([O-])[O-].[Cs+].[Cs+].[Br:7][C:8]1[CH:16]=[CH:15][CH:14]=[C:13]2[C:9]=1[C:10]([C:17]([O:19][CH3:20])=[O:18])=[N:11][NH:12]2.I[CH:22]([CH3:24])[CH3:23]. Given the product [Br:7][C:8]1[CH:16]=[CH:15][CH:14]=[C:13]2[C:9]=1[C:10]([C:17]([O:19][CH3:20])=[O:18])=[N:11][N:12]2[CH:22]([CH3:24])[CH3:23], predict the reactants needed to synthesize it. (2) The reactants are: [N:1]1[CH:6]=[CH:5][CH:4]=[CH:3][C:2]=1[C:7]([OH:9])=O.C(N(CC)CC)C.F[P-](F)(F)(F)(F)F.N1(OC(N(C)C)=[N+](C)C)C2C=CC=CC=2N=N1.[NH2:41][C:42]12[CH2:51][CH:46]3[CH2:47][CH:48]([CH2:50][C:44]([OH:52])([CH2:45]3)[CH2:43]1)[CH2:49]2. Given the product [OH:52][C:44]12[CH2:50][CH:48]3[CH2:47][CH:46]([CH2:51][C:42]([NH:41][C:7]([C:2]4[CH:3]=[CH:4][CH:5]=[CH:6][N:1]=4)=[O:9])([CH2:49]3)[CH2:43]1)[CH2:45]2, predict the reactants needed to synthesize it.